Dataset: Reaction yield outcomes from USPTO patents with 853,638 reactions. Task: Predict the reaction yield, written as a fraction of the theoretical maximum amount of product (1.0 means a 100% yield; for example, 0.34 means a 34% yield). (1) The reactants are O[Li].O.C([O:6][C:7](=[O:24])[CH2:8][CH2:9][CH2:10][CH2:11][C:12]1[CH:16]=[C:15]([C:17]2[CH:22]=[CH:21][CH:20]=[CH:19][C:18]=2[OH:23])[O:14][N:13]=1)C.Cl. The catalyst is O.O1CCOCC1. The product is [OH:23][C:18]1[CH:19]=[CH:20][CH:21]=[CH:22][C:17]=1[C:15]1[O:14][N:13]=[C:12]([CH2:11][CH2:10][CH2:9][CH2:8][C:7]([OH:24])=[O:6])[CH:16]=1. The yield is 0.870. (2) The reactants are FC(F)(F)S(O[C:7]1[C:12]2[O:13][CH:14]([CH2:17][O:18][S:19]([C:22]3[CH:27]=[CH:26][C:25]([CH3:28])=[CH:24][CH:23]=3)(=[O:21])=[O:20])[CH2:15][O:16][C:11]=2[CH:10]=[CH:9][CH:8]=1)(=O)=O.[F:31][C:32]([F:43])([F:42])[C:33]1[CH:38]=[CH:37][CH:36]=[CH:35][C:34]=1B(O)O. No catalyst specified. The product is [F:31][C:32]([F:43])([F:42])[C:33]1[CH:38]=[CH:37][CH:36]=[CH:35][C:34]=1[C:7]1[C:12]2[O:13][CH:14]([CH2:17][O:18][S:19]([C:22]3[CH:27]=[CH:26][C:25]([CH3:28])=[CH:24][CH:23]=3)(=[O:20])=[O:21])[CH2:15][O:16][C:11]=2[CH:10]=[CH:9][CH:8]=1. The yield is 0.940. (3) The reactants are [CH3:1][O:2][C:3]([C:5]1[C:10](=[O:11])[NH:9][C:8]2[S:12][CH:13]=[CH:14][C:7]=2[CH:6]=1)=[O:4].C1C=CC(N([S:22]([C:25]([F:28])([F:27])[F:26])(=[O:24])=[O:23])[S:22]([C:25]([F:28])([F:27])[F:26])(=[O:24])=[O:23])=CC=1.O. The catalyst is CN(C)C1C=CN=CC=1.ClCCl. The product is [CH3:1][O:2][C:3]([C:5]1[CH:6]=[C:7]2[CH:14]=[CH:13][S:12][C:8]2=[N:9][C:10]=1[O:11][S:22]([C:25]([F:28])([F:27])[F:26])(=[O:24])=[O:23])=[O:4]. The yield is 0.680. (4) The product is [CH:22]1([C:19]2[CH:20]=[CH:21][C:16]([CH2:15][CH:14]([NH:13][C:11](=[O:12])[C:10]3[CH:9]=[CH:8][C:7]([O:6][CH2:5][CH2:4][CH:1]4[CH2:2][CH2:3]4)=[CH:32][CH:31]=3)[C:25]([NH:27][CH2:28][CH2:29][OH:30])=[O:26])=[CH:17][CH:18]=2)[CH2:23][CH2:24]1. The catalyst is C1C=CC(P(C2C=CC=CC=2)C2C=CC=CC=2)=CC=1.C1C=CC(P(C2C=CC=CC=2)C2C=CC=CC=2)=CC=1.C1C=CC(P(C2C=CC=CC=2)C2C=CC=CC=2)=CC=1.[Cl-].[Rh].C(O)C.C1COCC1. The yield is 0.540. The reactants are [CH:1]1([CH2:4][CH2:5][O:6][C:7]2[CH:32]=[CH:31][C:10]([C:11]([NH:13]/[C:14](/[C:25]([NH:27][CH2:28][CH2:29][OH:30])=[O:26])=[CH:15]\[C:16]3[CH:21]=[CH:20][C:19]([CH:22]4[CH2:24][CH2:23]4)=[CH:18][CH:17]=3)=[O:12])=[CH:9][CH:8]=2)[CH2:3][CH2:2]1. (5) The reactants are Br[C:2]1[CH:7]=[CH:6][C:5]([C@@H:8]2[C@@H:10]([C:11]3[CH:16]=[CH:15][CH:14]=[CH:13][CH:12]=3)[C@H:9]2[C:17]([O:19][CH3:20])=[O:18])=[CH:4][CH:3]=1.C(O)=O.[CH2:24]1[C:27]2([CH2:30][NH:29][CH2:28]2)[CH2:26][O:25]1. No catalyst specified. The product is [CH3:20][O:19][C:17]([C@@H:9]1[C@H:10]([C:11]2[CH:16]=[CH:15][CH:14]=[CH:13][CH:12]=2)[C@H:8]1[C:5]1[CH:6]=[CH:7][C:2]([N:29]2[CH2:30][C:27]3([CH2:24][O:25][CH2:26]3)[CH2:28]2)=[CH:3][CH:4]=1)=[O:18]. The yield is 0.590.